From a dataset of Reaction yield outcomes from USPTO patents with 853,638 reactions. Predict the reaction yield, written as a fraction of the theoretical maximum amount of product (1.0 means a 100% yield; for example, 0.34 means a 34% yield). (1) The reactants are [F:1][C:2]1[CH:7]=[CH:6][C:5]([C:8]2[C:12]([CH2:13][O:14][C:15]3[CH:23]=[CH:22][C:18]([C:19]([OH:21])=O)=[CH:17][N:16]=3)=[C:11]([CH3:24])[O:10][N:9]=2)=[CH:4][CH:3]=1.[NH:25]1[CH2:30][CH2:29][O:28][CH2:27][CH2:26]1. No catalyst specified. The product is [F:1][C:2]1[CH:3]=[CH:4][C:5]([C:8]2[C:12]([CH2:13][O:14][C:15]3[N:16]=[CH:17][C:18]([C:19]([N:25]4[CH2:30][CH2:29][O:28][CH2:27][CH2:26]4)=[O:21])=[CH:22][CH:23]=3)=[C:11]([CH3:24])[O:10][N:9]=2)=[CH:6][CH:7]=1. The yield is 0.130. (2) The reactants are FC(F)(F)[C:3]([C:5]1[C:13]2[C:8](=[CH:9][CH:10]=[CH:11][C:12]=2[C:14]([F:17])([F:16])[F:15])[N:7]([CH2:18][CH2:19][O:20][CH3:21])[CH:6]=1)=[O:4].[OH-:24].[Na+]. The catalyst is CCO. The product is [CH3:21][O:20][CH2:19][CH2:18][N:7]1[C:8]2[C:13](=[C:12]([C:14]([F:17])([F:16])[F:15])[CH:11]=[CH:10][CH:9]=2)[C:5]([C:3]([OH:4])=[O:24])=[CH:6]1. The yield is 0.970. (3) The reactants are [CH2:1]([O:3][C:4](=[O:22])[CH2:5][C:6]1[N:7]([C:15]([O:17][C:18]([CH3:21])([CH3:20])[CH3:19])=[O:16])[C:8]2[C:13]([CH:14]=1)=[CH:12][CH:11]=[CH:10][CH:9]=2)[CH3:2].[CH3:23][Si](C)(C)N[Si](C)(C)C.[K].CI. The catalyst is C1COCC1. The product is [CH2:1]([O:3][C:4](=[O:22])[CH:5]([C:6]1[N:7]([C:15]([O:17][C:18]([CH3:21])([CH3:20])[CH3:19])=[O:16])[C:8]2[C:13]([CH:14]=1)=[CH:12][CH:11]=[CH:10][CH:9]=2)[CH3:23])[CH3:2]. The yield is 0.880. (4) The reactants are [Cl:1][C:2]1[CH:7]=[CH:6][C:5]([CH:8]2[N:12]([C:13]3[CH:14]=[C:15]([CH3:23])[C:16]4[N:17]([C:19]([CH3:22])=[N:20][N:21]=4)[CH:18]=3)[C:11](=[O:24])[CH:10]([C:25]([CH:27]3[CH2:29][CH2:28]3)=O)[C:9]2=O)=[CH:4][CH:3]=1.[CH3:31][NH:32][NH2:33]. The catalyst is CO. The product is [Cl:1][C:2]1[CH:7]=[CH:6][C:5]([CH:8]2[C:9]3[N:32]([CH3:31])[N:33]=[C:25]([CH:27]4[CH2:28][CH2:29]4)[C:10]=3[C:11](=[O:24])[N:12]2[C:13]2[CH:14]=[C:15]([CH3:23])[C:16]3[N:17]([C:19]([CH3:22])=[N:20][N:21]=3)[CH:18]=2)=[CH:4][CH:3]=1. The yield is 0.600. (5) The reactants are [CH3:1][N:2]1[C:10]2[C:5](=[CH:6][CH:7]=[CH:8][CH:9]=2)[C:4]([C:11]([OH:13])=O)=[CH:3]1.[CH2:14]1[C@H:23]2[C@H:18]([CH2:19][CH2:20][C:21]3[CH:27]=[CH:26][CH:25]=[CH:24][C:22]=32)[NH:17][CH2:16][CH2:15]1.F[P-](F)(F)(F)(F)F.N1(OC(N(C)C)=[N+](C)C)C2N=CC=CC=2N=N1. No catalyst specified. The product is [CH2:14]1[C@H:23]2[C@H:18]([CH2:19][CH2:20][C:21]3[CH:27]=[CH:26][CH:25]=[CH:24][C:22]=32)[N:17]([C:11]([C:4]2[C:5]3[C:10](=[CH:9][CH:8]=[CH:7][CH:6]=3)[N:2]([CH3:1])[CH:3]=2)=[O:13])[CH2:16][CH2:15]1. The yield is 0.280. (6) The reactants are C(N(CC)CC)C.Cl.[NH2:9][CH2:10][C:11]([C:13]1[CH:18]=[CH:17][CH:16]=[CH:15][CH:14]=1)=[O:12].Cl[C:20](=[O:26])[C:21]([O:23][CH2:24][CH3:25])=[O:22]. The catalyst is C(Cl)Cl.O. The product is [O:26]=[C:20]([NH:9][CH2:10][C:11](=[O:12])[C:13]1[CH:18]=[CH:17][CH:16]=[CH:15][CH:14]=1)[C:21]([O:23][CH2:24][CH3:25])=[O:22]. The yield is 0.660. (7) The yield is 0.940. The catalyst is C1COCC1.C(OCC)C. The reactants are [C:1](=O)([O-])[O-:2].[Na+].[Na+].Cl.F[C:9]1[CH:14]=[CH:13][C:12]([C:15]2[CH:16]=[CH:17][C:18]3[C:22]([C:23]4[CH:24]=[N:25][CH:26]=[CH:27][CH:28]=4)=[CH:21][S:20][C:19]=3[CH:29]=2)=[CH:11][CH:10]=1.COC1C=C(B(O)O)C=CC=1. The product is [CH3:1][O:2][C:10]1[CH:11]=[C:12]([C:15]2[CH:16]=[CH:17][C:18]3[C:22]([C:23]4[CH:24]=[N:25][CH:26]=[CH:27][CH:28]=4)=[CH:21][S:20][C:19]=3[CH:29]=2)[CH:13]=[CH:14][CH:9]=1.